This data is from Full USPTO retrosynthesis dataset with 1.9M reactions from patents (1976-2016). The task is: Predict the reactants needed to synthesize the given product. (1) The reactants are: [CH3:1][C:2]1[N:3]=[C:4]([NH2:17])[S:5][C:6]=1[C:7]1[CH:12]=[CH:11][N:10]=[C:9]([C:13]2([CH3:16])[CH2:15][CH2:14]2)[CH:8]=1.[C:18](N1C=CN=C1)([N:20]1[CH:24]=[CH:23][N:22]=[CH:21]1)=[O:19]. Given the product [CH3:1][C:2]1[N:3]=[C:4]([NH:17][C:18]([N:20]2[CH:24]=[CH:23][N:22]=[CH:21]2)=[O:19])[S:5][C:6]=1[C:7]1[CH:12]=[CH:11][N:10]=[C:9]([C:13]2([CH3:16])[CH2:15][CH2:14]2)[CH:8]=1, predict the reactants needed to synthesize it. (2) Given the product [CH3:1][C:2]([O-:4])=[O:3].[Na+:42].[CH3:9][OH:13].[C:5]([C:9]1[O:13][N:12]=[C:11]([NH:14][C:15](=[O:34])[CH2:16][C:17]2[CH:18]=[CH:19][C:20]([C:23]3[CH:24]=[C:25]4[CH:31]=[C:30]([CH2:32][N:37]([CH3:38])[CH3:36])[NH:29][C:26]4=[N:27][CH:28]=3)=[CH:21][CH:22]=2)[CH:10]=1)([CH3:7])([CH3:6])[CH3:8], predict the reactants needed to synthesize it. The reactants are: [CH3:1][C:2]([OH:4])=[O:3].[C:5]([C:9]1[O:13][N:12]=[C:11]([NH:14][C:15](=[O:34])[CH2:16][C:17]2[CH:22]=[CH:21][C:20]([C:23]3[CH:24]=[C:25]4[CH:31]=[C:30]([CH:32]=O)[NH:29][C:26]4=[N:27][CH:28]=3)=[CH:19][CH:18]=2)[CH:10]=1)([CH3:8])([CH3:7])[CH3:6].Cl.[CH3:36][NH:37][CH3:38].[BH3-]C#N.[Na+:42]. (3) Given the product [CH3:11][N:6]1[C:7]2[C:3](=[C:2]([NH:1][C:13]3[C:21]([N+:22]([O-:24])=[O:23])=[CH:20][CH:19]=[CH:18][C:14]=3[C:15]([OH:17])=[O:16])[CH:10]=[CH:9][CH:8]=2)[CH:4]=[N:5]1, predict the reactants needed to synthesize it. The reactants are: [NH2:1][C:2]1[CH:10]=[CH:9][CH:8]=[C:7]2[C:3]=1[CH:4]=[N:5][N:6]2[CH3:11].Br[C:13]1[C:21]([N+:22]([O-:24])=[O:23])=[CH:20][CH:19]=[CH:18][C:14]=1[C:15]([OH:17])=[O:16]. (4) Given the product [CH3:26][N:12]1[C:11]2[N:10]=[C:9]3[N:5]([CH3:4])[CH2:6][CH2:7][N:8]3[C:16]=2[C:15](=[O:17])[N:14]([CH2:18][CH2:19][CH2:20][CH2:21][C@H:22]([OH:24])[CH3:23])[C:13]1=[O:25], predict the reactants needed to synthesize it. The reactants are: C(O[CH2:4][N:5]1[C:9]2=[N:10][C:11]3[N:12]([CH3:26])[C:13](=[O:25])[N:14]([CH2:18][CH2:19][CH2:20][CH2:21][C@H:22]([OH:24])[CH3:23])[C:15](=[O:17])[C:16]=3[N:8]2[CH2:7][CH2:6]1)C.[H][H]. (5) Given the product [Cl:69][C:70]1[CH:71]=[C:72]([NH:73][C:33](=[O:35])[C:32]2[CH:31]=[CH:2][C:29]([NH:28][C:27]([NH:26][CH2:24][CH3:25])=[O:45])=[CH:37][C:36]=2[NH:38][C:39]2[CH:44]=[CH:43][CH:42]=[CH:41][CH:40]=2)[CH:74]=[CH:75][CH:76]=1, predict the reactants needed to synthesize it. The reactants are: Cl.[CH2:2](N=C=NCCCN(C)C)C.O.ON1C2C=CC=CC=2N=N1.[CH2:24]([NH:26][C:27](=[O:45])[NH:28][C:29]1[CH:37]=[C:36]([NH:38][C:39]2[CH:44]=[CH:43][CH:42]=[CH:41][CH:40]=2)[C:32]([C:33]([OH:35])=O)=[CH:31]N=1)[CH3:25].C(NC(=O)NC1C=C(NCC2C=NC=CC=2)C(C(O)=O)=CN=1)C.[Cl:69][C:70]1[CH:71]=[C:72]([CH:74]=[CH:75][CH:76]=1)[NH2:73]. (6) Given the product [CH2:2]([O:4][C:5]([C:7]1[C:8]2[S:16][CH:15]=[C:14]([CH2:17][O:18][C:19]3[CH:24]=[CH:23][CH:22]=[CH:21][CH:20]=3)[C:9]=2[C:10]([NH2:1])=[N:11][CH:12]=1)=[O:6])[CH3:3], predict the reactants needed to synthesize it. The reactants are: [NH3:1].[CH2:2]([O:4][C:5]([C:7]1[C:8]2[S:16][CH:15]=[C:14]([CH2:17][O:18][C:19]3[CH:24]=[CH:23][CH:22]=[CH:21][CH:20]=3)[C:9]=2[C:10](Cl)=[N:11][CH:12]=1)=[O:6])[CH3:3].